This data is from Reaction yield outcomes from USPTO patents with 853,638 reactions. The task is: Predict the reaction yield, written as a fraction of the theoretical maximum amount of product (1.0 means a 100% yield; for example, 0.34 means a 34% yield). (1) The reactants are Br[C:2]1[N:3]([C:29]2[CH:34]=[CH:33][CH:32]=[CH:31][CH:30]=2)[C:4]2[N:5]=[C:6]([C:19]3[CH:24]=[CH:23][C:22]([C:25]([F:28])([F:27])[F:26])=[CH:21][CH:20]=3)[N:7]([C:12]3[CH:17]=[CH:16][C:15]([Cl:18])=[CH:14][CH:13]=3)[C:8](=[O:11])[C:9]=2[N:10]=1.[C-:35]#[N:36].[K+].C1OCCOCCOCCOCCOCCOC1. The catalyst is C(#N)C. The product is [Cl:18][C:15]1[CH:16]=[CH:17][C:12]([N:7]2[C:8](=[O:11])[C:9]3[N:10]=[C:2]([C:35]#[N:36])[N:3]([C:29]4[CH:34]=[CH:33][CH:32]=[CH:31][CH:30]=4)[C:4]=3[N:5]=[C:6]2[C:19]2[CH:24]=[CH:23][C:22]([C:25]([F:26])([F:27])[F:28])=[CH:21][CH:20]=2)=[CH:13][CH:14]=1. The yield is 0.690. (2) The yield is 0.730. The catalyst is C(O)C.[Pd]. The product is [CH2:1]1[CH:12]2[CH:4]([NH:5][C:6]3[C:7]([C:13]([NH:15][C@@H:16]([CH3:22])[C:17]([O:19][CH2:20][CH3:21])=[O:18])=[O:14])=[CH:8][CH:9]=[CH:10][C:11]=32)[CH2:3][CH2:2]1. The reactants are [CH2:1]1[C:12]2[C:11]3[CH:10]=[CH:9][CH:8]=[C:7]([C:13]([NH:15][C@@H:16]([CH3:22])[C:17]([O:19][CH2:20][CH3:21])=[O:18])=[O:14])[C:6]=3[NH:5][C:4]=2[CH2:3][CH2:2]1.Cl. (3) The reactants are [CH3:1][N:2]1[C:10]2[CH:9]=[CH:8][CH:7]=[C:6]([CH:11]=O)[C:5]=2[CH:4]=[CH:3]1.[CH3:13][NH2:14].[BH4-].[Na+].O. The catalyst is CO. The product is [CH3:13][NH:14][CH2:11][C:6]1[CH:7]=[CH:8][CH:9]=[C:10]2[C:5]=1[CH:4]=[CH:3][N:2]2[CH3:1]. The yield is 0.920. (4) The reactants are [NH:1]1[C:9]2[C:4](=[CH:5][CH:6]=[CH:7][CH:8]=2)[CH:3]=[C:2]1[CH2:10][OH:11].I(C1C=CC=CC=1C(O)=O)(=O)=O. The catalyst is C(OCC)(=O)C. The product is [NH:1]1[C:9]2[C:4](=[CH:5][CH:6]=[CH:7][CH:8]=2)[CH:3]=[C:2]1[CH:10]=[O:11]. The yield is 0.500.